The task is: Predict the reactants needed to synthesize the given product.. This data is from Full USPTO retrosynthesis dataset with 1.9M reactions from patents (1976-2016). Given the product [Cl:1][C:2]1[S:3][C:4]([Cl:11])=[CH:5][C:6]=1[S:7]([NH:26][C@@H:24]([CH3:25])[CH2:23][O:22][C:17]1[CH:18]=[CH:19][CH:20]=[C:21]2[C:16]=1[CH:15]=[CH:14][N:13]=[CH:12]2)(=[O:9])=[O:8], predict the reactants needed to synthesize it. The reactants are: [Cl:1][C:2]1[S:3][C:4]([Cl:11])=[CH:5][C:6]=1[S:7](Cl)(=[O:9])=[O:8].[CH:12]1[C:21]2[C:16](=[C:17]([O:22][CH2:23][C@@H:24]([NH2:26])[CH3:25])[CH:18]=[CH:19][CH:20]=2)[CH:15]=[CH:14][N:13]=1.